This data is from CYP2C19 inhibition data for predicting drug metabolism from PubChem BioAssay. The task is: Regression/Classification. Given a drug SMILES string, predict its absorption, distribution, metabolism, or excretion properties. Task type varies by dataset: regression for continuous measurements (e.g., permeability, clearance, half-life) or binary classification for categorical outcomes (e.g., BBB penetration, CYP inhibition). Dataset: cyp2c19_veith. (1) The compound is CN(C(=O)CSc1ncccc1C(=O)O)c1ccccc1. The result is 0 (non-inhibitor). (2) The drug is Clc1ccc(CCNc2nc3ccccc3s2)cc1. The result is 1 (inhibitor).